From a dataset of Drug-target binding data from BindingDB using Ki measurements. Regression. Given a target protein amino acid sequence and a drug SMILES string, predict the binding affinity score between them. We predict pKi (pKi = -log10(Ki in M); higher means stronger inhibition). Dataset: bindingdb_ki. (1) The drug is CC(=O)O[C@@H]1C[C@@H]2C[C@H](C1)N([C@H](C)c1ccccc1)C2. The target protein (P08483) has sequence MTLHSNSTTSPLFPNISSSWVHSPSEAGLPLGTVTQLGSYNISQETGNFSSNDTSSDPLGGHTIWQVVFIAFLTGFLALVTIIGNILVIVAFKVNKQLKTVNNYFLLSLACADLIIGVISMNLFTTYIIMNRWALGNLACDLWLSIDYVASNASVMNLLVISFDRYFSITRPLTYRAKRTTKRAGVMIGLAWVISFVLWAPAILFWQYFVGKRTVPPGECFIQFLSEPTITFGTAIAAFYMPVTIMTILYWRIYKETEKRTKELAGLQASGTEAEAENFVHPTGSSRSCSSYELQQQGVKRSSRRKYGRCHFWFTTKSWKPSAEQMDQDHSSSDSWNNNDAAASLENSASSDEEDIGSETRAIYSIVLKLPGHSSILNSTKLPSSDNLQVSNEDLGTVDVERNAHKLQAQKSMGDGDNCQKDFTKLPIQLESAVDTGKTSDTNSSADKTTATLPLSFKEATLAKRFALKTRSQITKRKRMSLIKEKKAAQTLSAILLAFI.... The pKi is 4.5. (2) The compound is CCN(CC)c1ncnc2c1ncn2[C@@H]1O[C@H](COP(=O)([O-])OP(=O)([O-])C(Br)(Br)P(=O)([O-])[O-])[C@@H](O)[C@H]1O. The target protein (P97687) has sequence MEDIKDSKVKRFCSKNILIILGFSSVLAVIALIAVGLTHNKPLPENVKYGIVLDAGSSHTNLYIYKWPAEKENDTGVVQLLEECQVKGPGISKYAQKTDEIAAYLAECMKMSTERIPASKQHQTPVYLGATAGMRLLRMESKQSADEVLAAVSRSLKSYPFDFQGAKIITGQEEGAYGWITINYLLGRFTQEQSWLNFISDSQKQATFGALDLGGSSTQVTFVPLNQTLEAPETSLQFRLYGTDYTVYTHSFLCYGKDQALWQKLAQDIQVSSGGILKDPCFYPGYKKVVNVSELYGTPCTKRFEKKLPFNQFQVQGTGDYEQCHQSILKFFNNSHCPYSQCAFNGVFLPPLQGSFGAFSAFYFVMDFFKKMANDSVSSQEKMTEITKNFCSKPWEEVKASYPTVKEKYLSEYCFSGTYILSLLLQGYNFTGTSWDQIHFMGKIKDSNAGWTLGYMLNLTNMIPAEQPLSPPLPHSTYISLMVLFSLVLVAMVITGLFIF.... The pKi is 4.6. (3) The compound is C[C@@](CCc1ccc(-c2ccccc2)cc1)(C(=O)NO)S(C)(=O)=O. The target protein (Q9Y5R2) has sequence MPRSRGGRAAPGPPPPPPPPGQAPRWSRWRVPGRLLLLLLPALCCLPGAARAAAAAAGAGNRAAVAVAVARADEAEAPFAGQNWLKSYGYLLPYDSRASALHSAKALQSAVSTMQQFYGIPVTGVLDQTTIEWMKKPRCGVPDHPHLSRRRRNKRYALTGQKWRQKHITYSIHNYTPKVGELDTRKAIRQAFDVWQKVTPLTFEEVPYHEIKSDRKEADIMIFFASGFHGDSSPFDGEGGFLAHAYFPGPGIGGDTHFDSDEPWTLGNANHDGNDLFLVAVHELGHALGLEHSSDPSAIMAPFYQYMETHNFKLPQDDLQGIQKIYGPPAEPLEPTRPLPTLPVRRIHSPSERKHERQPRPPRPPLGDRPSTPGTKPNICDGNFNTVALFRGEMFVFKDRWFWRLRNNRVQEGYPMQIEQFWKGLPARIDAAYERADGRFVFFKGDKYWVFKEVTVEPGYPHSLGELGSCLPREGIDTALRWEPVGKTYFFKGERYWRYS.... The pKi is 5.0.